This data is from Forward reaction prediction with 1.9M reactions from USPTO patents (1976-2016). The task is: Predict the product of the given reaction. (1) Given the reactants [N+:1]([C:4]1[CH:5]=[N:6][NH:7][CH:8]=1)([O-:3])=[O:2].C([O-])([O-])=O.[Cs+].[Cs+].Br[CH2:16][CH2:17][O:18][Si:19]([C:22]([CH3:25])([CH3:24])[CH3:23])([CH3:21])[CH3:20], predict the reaction product. The product is: [Si:19]([O:18][CH2:17][CH2:16][N:6]1[CH:5]=[C:4]([N+:1]([O-:3])=[O:2])[CH:8]=[N:7]1)([C:22]([CH3:25])([CH3:24])[CH3:23])([CH3:21])[CH3:20]. (2) Given the reactants [CH:1]1([CH2:4][C:5]2([CH:16]([NH2:18])[CH3:17])[CH2:10][CH2:9][CH:8]([S:11][CH2:12][CH:13]3[CH2:15][CH2:14]3)[CH2:7][CH2:6]2)[CH2:3][CH2:2]1.[Cl:19][C:20]1[CH:28]=[C:27]([Cl:29])[CH:26]=[CH:25][C:21]=1[C:22](Cl)=[O:23].C(N(CC)CC)C, predict the reaction product. The product is: [Cl:19][C:20]1[CH:28]=[C:27]([Cl:29])[CH:26]=[CH:25][C:21]=1[C:22]([NH:18][CH:16]([C:5]1([CH2:4][CH:1]2[CH2:2][CH2:3]2)[CH2:6][CH2:7][CH:8]([S:11][CH2:12][CH:13]2[CH2:14][CH2:15]2)[CH2:9][CH2:10]1)[CH3:17])=[O:23]. (3) Given the reactants CO[C:3]([C:5]1[N:6]([CH3:25])[N:7]=[C:8]([O:10][CH2:11][C:12]2[C:13]([C:18]3[CH:23]=[CH:22][C:21]([F:24])=[CH:20][CH:19]=3)=[N:14][O:15][C:16]=2[CH3:17])[CH:9]=1)=[O:4].[NH2:26][N:27]1[CH2:32][CH2:31][O:30][CH2:29][CH2:28]1, predict the reaction product. The product is: [N:27]1([NH:26][C:3]([C:5]2[N:6]([CH3:25])[N:7]=[C:8]([O:10][CH2:11][C:12]3[C:13]([C:18]4[CH:19]=[CH:20][C:21]([F:24])=[CH:22][CH:23]=4)=[N:14][O:15][C:16]=3[CH3:17])[CH:9]=2)=[O:4])[CH2:32][CH2:31][O:30][CH2:29][CH2:28]1. (4) Given the reactants C(Cl)Cl.[CH2:4]([C:8]1[N:12]([CH2:13][C:14]2[CH:19]=[CH:18][C:17]([C:20]3[CH:25]=[CH:24][CH:23]=[CH:22][C:21]=3[C:26]3[N:30]([C:31]([C:44]4[CH:49]=[CH:48][CH:47]=[CH:46][CH:45]=4)([C:38]4[CH:43]=[CH:42][CH:41]=[CH:40][CH:39]=4)[C:32]4[CH:37]=[CH:36][CH:35]=[CH:34][CH:33]=4)[N:29]=[N:28][N:27]=3)=[CH:16][CH:15]=2)[C:11]([CH2:50][OH:51])=[C:10]([Cl:52])[N:9]=1)[CH2:5][CH2:6][CH3:7].[CH3:53][S:54](Cl)(=[O:56])=[O:55].C([O-])(O)=O.[Na+], predict the reaction product. The product is: [CH2:4]([C:8]1[N:12]([CH2:13][C:14]2[CH:15]=[CH:16][C:17]([C:20]3[CH:25]=[CH:24][CH:23]=[CH:22][C:21]=3[C:26]3[N:30]([C:31]([C:44]4[CH:49]=[CH:48][CH:47]=[CH:46][CH:45]=4)([C:38]4[CH:39]=[CH:40][CH:41]=[CH:42][CH:43]=4)[C:32]4[CH:37]=[CH:36][CH:35]=[CH:34][CH:33]=4)[N:29]=[N:28][N:27]=3)=[CH:18][CH:19]=2)[C:11]([CH2:50][O:51][S:54]([CH3:53])(=[O:56])=[O:55])=[C:10]([Cl:52])[N:9]=1)[CH2:5][CH2:6][CH3:7]. (5) Given the reactants [CH3:1][O:2][C:3]1[N:8]=[C:7]([N:9]2[CH2:14][CH2:13][N:12]([CH3:15])[CH2:11][CH2:10]2)[N:6]=[C:5]([O:16][CH2:17][CH2:18][O:19][CH2:20][CH2:21][O:22][CH2:23][CH2:24][O:25][CH2:26][CH2:27][OH:28])[CH:4]=1.[I:29]N1C(=O)CCC1=O, predict the reaction product. The product is: [I:29][C:4]1[C:5]([O:16][CH2:17][CH2:18][O:19][CH2:20][CH2:21][O:22][CH2:23][CH2:24][O:25][CH2:26][CH2:27][OH:28])=[N:6][C:7]([N:9]2[CH2:10][CH2:11][N:12]([CH3:15])[CH2:13][CH2:14]2)=[N:8][C:3]=1[O:2][CH3:1]. (6) Given the reactants [ClH:1].[CH3:2][N:3]([CH3:41])[CH2:4][CH2:5][CH:6]1[CH2:11][CH2:10][N:9]([C:12]2[CH:21]=[C:20]([C:22]([NH:24][CH2:25][C@H:26]3[CH2:31][CH2:30][C@H:29]([CH2:32][NH:33]C(=O)OC(C)(C)C)[CH2:28][CH2:27]3)=[O:23])[C:19]3[C:14](=[CH:15][CH:16]=[CH:17][CH:18]=3)[N:13]=2)[CH2:8][CH2:7]1, predict the reaction product. The product is: [ClH:1].[ClH:1].[ClH:1].[NH2:33][CH2:32][C@H:29]1[CH2:30][CH2:31][C@H:26]([CH2:25][NH:24][C:22]([C:20]2[C:19]3[C:14](=[CH:15][CH:16]=[CH:17][CH:18]=3)[N:13]=[C:12]([N:9]3[CH2:8][CH2:7][CH:6]([CH2:5][CH2:4][N:3]([CH3:2])[CH3:41])[CH2:11][CH2:10]3)[CH:21]=2)=[O:23])[CH2:27][CH2:28]1.